Dataset: Forward reaction prediction with 1.9M reactions from USPTO patents (1976-2016). Task: Predict the product of the given reaction. Given the reactants Cl[C:2]1[N:3]=[C:4]([N:22]2[CH2:27][CH2:26][O:25][CH2:24][CH2:23]2)[C:5]2[O:10][C:9]3[N:11]=[CH:12][C:13]([CH2:15][N:16]([CH2:18][CH2:19][O:20][CH3:21])[CH3:17])=[CH:14][C:8]=3[C:6]=2[N:7]=1.[NH:28]1[C:36]2[CH:35]=[CH:34][CH:33]=[C:32](B(O)O)[C:31]=2[CH:30]=[CH:29]1.C([O-])([O-])=O.[Na+].[Na+].O1CCOCC1, predict the reaction product. The product is: [NH:28]1[C:36]2[C:31](=[C:32]([C:2]3[N:3]=[C:4]([N:22]4[CH2:27][CH2:26][O:25][CH2:24][CH2:23]4)[C:5]4[O:10][C:9]5[N:11]=[CH:12][C:13]([CH2:15][N:16]([CH2:18][CH2:19][O:20][CH3:21])[CH3:17])=[CH:14][C:8]=5[C:6]=4[N:7]=3)[CH:33]=[CH:34][CH:35]=2)[CH:30]=[CH:29]1.